This data is from Full USPTO retrosynthesis dataset with 1.9M reactions from patents (1976-2016). The task is: Predict the reactants needed to synthesize the given product. (1) Given the product [Cl:22][C:23]1[C:28]([Cl:29])=[C:27]([Cl:30])[CH:26]=[CH:25][C:24]=1[S:31]([NH:21][C:18]1[S:19][CH:20]=[C:16]([C:3]2[CH:4]=[CH:5][C:6]([O:8][C:9]3[CH:14]=[CH:13][C:12]([Cl:15])=[CH:11][CH:10]=3)=[CH:7][C:2]=2[Cl:1])[N:17]=1)(=[O:33])=[O:32], predict the reactants needed to synthesize it. The reactants are: [Cl:1][C:2]1[CH:7]=[C:6]([O:8][C:9]2[CH:14]=[CH:13][C:12]([Cl:15])=[CH:11][CH:10]=2)[CH:5]=[CH:4][C:3]=1[C:16]1[N:17]=[C:18]([NH2:21])[S:19][CH:20]=1.[Cl:22][C:23]1[C:28]([Cl:29])=[C:27]([Cl:30])[CH:26]=[CH:25][C:24]=1[S:31](Cl)(=[O:33])=[O:32]. (2) Given the product [F:17][C:2]([F:1])([F:16])[CH2:3][S:4][CH2:5][C:6]1([O:20][CH2:19][CH2:18][O:7]1)[C:8]1[CH:15]=[CH:14][C:11]([C:12]#[N:13])=[CH:10][CH:9]=1, predict the reactants needed to synthesize it. The reactants are: [F:1][C:2]([F:17])([F:16])[CH2:3][S:4][CH2:5][C:6]([C:8]1[CH:15]=[CH:14][C:11]([C:12]#[N:13])=[CH:10][CH:9]=1)=[O:7].[CH2:18](O)[CH2:19][OH:20].C1(C)C=CC(S(O)(=O)=O)=CC=1.